Dataset: Forward reaction prediction with 1.9M reactions from USPTO patents (1976-2016). Task: Predict the product of the given reaction. (1) Given the reactants [F:1][C:2]1[CH:3]=[C:4]([C:9](=O)[CH2:10][NH:11][C:12]([CH3:18])([CH3:17])[C:13]([O:15]C)=O)[CH:5]=[C:6]([F:8])[CH:7]=1.Cl.[CH2:21]([O:23][C:24](=[O:27])[CH2:25][NH2:26])[CH3:22].CC(O)=O.[BH3-]C#N.[Na+], predict the reaction product. The product is: [F:8][C:6]1[CH:5]=[C:4]([CH:9]2[N:26]([CH2:25][C:24]([O:23][CH2:21][CH3:22])=[O:27])[C:13](=[O:15])[C:12]([CH3:18])([CH3:17])[NH:11][CH2:10]2)[CH:3]=[C:2]([F:1])[CH:7]=1. (2) Given the reactants [CH2:1]([NH:6][C:7]1[N:8]=[CH:9][NH:10][C:11]=1[C:12](SC)=[NH:13])[CH2:2][CH2:3][CH2:4][CH3:5].[N:16]1[CH:21]=[CH:20][C:19]([C:22]([NH:24][NH2:25])=O)=[N:18][CH:17]=1, predict the reaction product. The product is: [CH2:1]([NH:6][C:7]1[N:8]=[CH:9][NH:10][C:11]=1[C:12]1[NH:25][N:24]=[C:22]([C:19]2[CH:20]=[CH:21][N:16]=[CH:17][N:18]=2)[N:13]=1)[CH2:2][CH2:3][CH2:4][CH3:5]. (3) The product is: [F:16][C:13]1[CH:14]=[CH:15][C:10]([NH:29][CH3:30])=[CH:11][C:12]=1[C:17]#[C:18][CH2:19][N:22]1[CH2:27][CH2:26][O:25][CH2:24][CH2:23]1. Given the reactants C(OC(NC[C:10]1[CH:15]=[CH:14][C:13]([F:16])=[C:12]([C:17]#[C:18][CH2:19]O)[CH:11]=1)=O)(C)(C)C.C[N+:22]1([O-])[CH2:27][CH2:26][O:25][CH2:24][CH2:23]1.[NH:29]1CCOC[CH2:30]1.[BH-](OC(C)=O)(OC(C)=O)OC(C)=O.[Na+].C(O)(C(F)(F)F)=O, predict the reaction product. (4) Given the reactants [NH:1]1[CH:5]=[CH:4][N:3]=[CH:2]1.C(N(CC)CC)C.Br[CH2:14][C:15](=[O:30])[C:16]([CH:24]1[CH2:29][CH2:28][CH2:27][CH2:26][CH2:25]1)([OH:23])[C:17]1[CH:22]=[CH:21][CH:20]=[CH:19][CH:18]=1, predict the reaction product. The product is: [CH:24]1([C:16]([OH:23])([C:17]2[CH:18]=[CH:19][CH:20]=[CH:21][CH:22]=2)[C:15]([CH2:14][N:1]2[CH:5]=[CH:4][N:3]=[CH:2]2)=[O:30])[CH2:29][CH2:28][CH2:27][CH2:26][CH2:25]1. (5) Given the reactants Cl[C:2]1[N:7]=[CH:6][C:5]([S:8]([NH:11][CH:12]2[CH2:17][CH2:16][S:15][CH2:14][CH2:13]2)(=[O:10])=[O:9])=[CH:4][CH:3]=1.[F:18][C:19]([F:33])([F:32])[C:20]1[NH:31][C:23]2=[N:24][CH:25]=[CH:26][C:27](B(O)O)=[C:22]2[CH:21]=1.P([O-])([O-])([O-])=[O:35].[K+].[K+].[K+].[O:42]1[CH2:47]COCC1, predict the reaction product. The product is: [CH:47]([OH:42])=[O:35].[S:15]1[CH2:16][CH2:17][CH:12]([NH:11][S:8]([C:5]2[CH:6]=[N:7][C:2]([C:27]3[CH:26]=[CH:25][N:24]=[C:23]4[NH:31][C:20]([C:19]([F:32])([F:33])[F:18])=[CH:21][C:22]=34)=[CH:3][CH:4]=2)(=[O:10])=[O:9])[CH2:13][CH2:14]1. (6) Given the reactants [CH3:1][C:2]([CH3:7])([CH3:6])[CH2:3][CH:4]=[CH2:5].[C:8]([OH:12])(=[O:11])C=C, predict the reaction product. The product is: [CH3:1][C:2]([CH3:7])([CH3:6])[CH2:3][CH:4]=[CH:5][C:8]([OH:12])=[O:11]. (7) Given the reactants [Si:1]([O:8][CH:9]1[CH2:14][CH2:13][CH:12]([N:15]2[CH:19]=[C:18]([I:20])[CH:17]=[N:16]2)[CH2:11][CH2:10]1)([C:4]([CH3:7])([CH3:6])[CH3:5])([CH3:3])[CH3:2].C1C[O:24][CH2:23]C1.[Li+].CC([N-]C(C)C)C.C1CCCCC1.CN(C=O)C.[NH4+].[Cl-], predict the reaction product. The product is: [Si:1]([O:8][C@H:9]1[CH2:14][CH2:13][C@H:12]([N:15]2[C:19]([CH:23]=[O:24])=[C:18]([I:20])[CH:17]=[N:16]2)[CH2:11][CH2:10]1)([C:4]([CH3:7])([CH3:5])[CH3:6])([CH3:3])[CH3:2]. (8) The product is: [F:19][C:10]1[C:9]([N:8]([S:4]([CH2:1][CH2:25][CH3:26])(=[O:6])=[O:5])[S:4]([CH2:1][CH2:2][CH3:3])(=[O:6])=[O:5])=[CH:17][CH:16]=[C:15]([F:18])[C:11]=1[C:12]([OH:14])=[O:13]. Given the reactants [CH2:1]([S:4](Cl)(=[O:6])=[O:5])[CH2:2][CH3:3].[NH2:8][C:9]1[C:10]([F:19])=[C:11]([C:15]([F:18])=[CH:16][CH:17]=1)[C:12]([OH:14])=[O:13].C(N([CH2:25][CH3:26])CC)C, predict the reaction product. (9) Given the reactants [F:1][C:2]1[CH:3]=[C:4]([CH:8]=[CH:9][C:10]=1[CH3:11])[C:5]([OH:7])=[O:6].[C:12](=O)([O-])[O-].[K+].[K+].S(OC)(OC)(=O)=O, predict the reaction product. The product is: [CH3:12][O:6][C:5](=[O:7])[C:4]1[CH:8]=[CH:9][C:10]([CH3:11])=[C:2]([F:1])[CH:3]=1. (10) Given the reactants Br[C:2]1[CH:9]=[CH:8][C:5]([C:6]#[N:7])=[CH:4][C:3]=1[O:10][CH3:11].[F:12][C:13]([F:24])([F:23])[C:14]1[CH:19]=[CH:18][C:17](B(O)O)=[CH:16][CH:15]=1.[F-].[K+], predict the reaction product. The product is: [CH3:11][O:10][C:3]1[CH:4]=[C:5]([C:6]#[N:7])[CH:8]=[CH:9][C:2]=1[C:17]1[CH:18]=[CH:19][C:14]([C:13]([F:24])([F:23])[F:12])=[CH:15][CH:16]=1.